This data is from NCI-60 drug combinations with 297,098 pairs across 59 cell lines. The task is: Regression. Given two drug SMILES strings and cell line genomic features, predict the synergy score measuring deviation from expected non-interaction effect. (1) Drug 1: C1=CC(=CC=C1CCCC(=O)O)N(CCCl)CCCl. Drug 2: CC1CCCC2(C(O2)CC(NC(=O)CC(C(C(=O)C(C1O)C)(C)C)O)C(=CC3=CSC(=N3)C)C)C. Cell line: MALME-3M. Synergy scores: CSS=5.79, Synergy_ZIP=-5.87, Synergy_Bliss=-4.39, Synergy_Loewe=-7.04, Synergy_HSA=-6.03. (2) Drug 1: CC1OCC2C(O1)C(C(C(O2)OC3C4COC(=O)C4C(C5=CC6=C(C=C35)OCO6)C7=CC(=C(C(=C7)OC)O)OC)O)O. Drug 2: CC1=C(C=C(C=C1)C(=O)NC2=CC(=CC(=C2)C(F)(F)F)N3C=C(N=C3)C)NC4=NC=CC(=N4)C5=CN=CC=C5. Cell line: MDA-MB-231. Synergy scores: CSS=22.9, Synergy_ZIP=-6.93, Synergy_Bliss=2.38, Synergy_Loewe=1.83, Synergy_HSA=4.65. (3) Drug 1: C1CCC(C1)C(CC#N)N2C=C(C=N2)C3=C4C=CNC4=NC=N3. Drug 2: COCCOC1=C(C=C2C(=C1)C(=NC=N2)NC3=CC=CC(=C3)C#C)OCCOC.Cl. Cell line: LOX IMVI. Synergy scores: CSS=4.51, Synergy_ZIP=3.19, Synergy_Bliss=-2.39, Synergy_Loewe=-0.793, Synergy_HSA=-0.465. (4) Drug 1: CC12CCC3C(C1CCC2=O)CC(=C)C4=CC(=O)C=CC34C. Drug 2: C1CN(P(=O)(OC1)NCCCl)CCCl. Cell line: HCT-15. Synergy scores: CSS=32.3, Synergy_ZIP=1.27, Synergy_Bliss=2.30, Synergy_Loewe=-14.7, Synergy_HSA=2.00. (5) Drug 1: C1=CC(=CC=C1CCC2=CNC3=C2C(=O)NC(=N3)N)C(=O)NC(CCC(=O)O)C(=O)O. Drug 2: COC1=NC(=NC2=C1N=CN2C3C(C(C(O3)CO)O)O)N. Cell line: CAKI-1. Synergy scores: CSS=14.3, Synergy_ZIP=-6.52, Synergy_Bliss=-4.52, Synergy_Loewe=-5.13, Synergy_HSA=-1.68. (6) Drug 1: C1=C(C(=O)NC(=O)N1)F. Synergy scores: CSS=23.2, Synergy_ZIP=-8.56, Synergy_Bliss=-17.9, Synergy_Loewe=-16.3, Synergy_HSA=-16.3. Drug 2: B(C(CC(C)C)NC(=O)C(CC1=CC=CC=C1)NC(=O)C2=NC=CN=C2)(O)O. Cell line: KM12. (7) Drug 1: C1=NNC2=C1C(=O)NC=N2. Drug 2: COCCOC1=C(C=C2C(=C1)C(=NC=N2)NC3=CC=CC(=C3)C#C)OCCOC.Cl. Cell line: NCIH23. Synergy scores: CSS=3.53, Synergy_ZIP=-2.64, Synergy_Bliss=-6.70, Synergy_Loewe=-3.12, Synergy_HSA=-5.92. (8) Drug 1: C1=CC(=CC=C1C#N)C(C2=CC=C(C=C2)C#N)N3C=NC=N3. Drug 2: CC1C(C(CC(O1)OC2CC(OC(C2O)C)OC3=CC4=CC5=C(C(=O)C(C(C5)C(C(=O)C(C(C)O)O)OC)OC6CC(C(C(O6)C)O)OC7CC(C(C(O7)C)O)OC8CC(C(C(O8)C)O)(C)O)C(=C4C(=C3C)O)O)O)O. Cell line: MOLT-4. Synergy scores: CSS=45.1, Synergy_ZIP=3.79, Synergy_Bliss=-1.90, Synergy_Loewe=-26.6, Synergy_HSA=-7.32. (9) Drug 2: C1CN(CCN1C(=O)CCBr)C(=O)CCBr. Drug 1: CC1CCC2CC(C(=CC=CC=CC(CC(C(=O)C(C(C(=CC(C(=O)CC(OC(=O)C3CCCCN3C(=O)C(=O)C1(O2)O)C(C)CC4CCC(C(C4)OC)O)C)C)O)OC)C)C)C)OC. Cell line: SR. Synergy scores: CSS=54.2, Synergy_ZIP=-1.32, Synergy_Bliss=-1.59, Synergy_Loewe=-2.98, Synergy_HSA=-0.270.